Task: Predict the reaction yield, written as a fraction of the theoretical maximum amount of product (1.0 means a 100% yield; for example, 0.34 means a 34% yield).. Dataset: Reaction yield outcomes from USPTO patents with 853,638 reactions (1) The yield is 0.950. The reactants are [OH-:1].[Na+].[Br:3][C:4]1[CH:9]=[CH:8][C:7]([CH2:10][C:11]#N)=[C:6]([F:13])[CH:5]=1.C[OH:15]. The product is [Br:3][C:4]1[CH:9]=[CH:8][C:7]([CH2:10][C:11]([OH:15])=[O:1])=[C:6]([F:13])[CH:5]=1. No catalyst specified. (2) The reactants are [N-]=[N+]=[N-].[ClH:4].[CH2:5]([C:8]1([NH2:18])[CH2:13][C:12]([CH3:15])([CH3:14])[CH2:11][C:10](C)([CH3:16])[CH2:9]1)C=C. No catalyst specified. The product is [ClH:4].[CH3:5][C:8]1([NH2:18])[CH2:13][C:12]([CH3:15])([CH3:14])[CH2:11][C:10]([CH3:16])=[CH:9]1. The yield is 0.600.